From a dataset of Forward reaction prediction with 1.9M reactions from USPTO patents (1976-2016). Predict the product of the given reaction. (1) Given the reactants [CH3:1][O:2][C:3]1[CH:8]=[CH:7][C:6]([N+:9]([O-])=O)=[CH:5][C:4]=1[C:12]1[CH2:13][CH2:14][N:15]([C:18]([O:20][C:21]([CH3:24])([CH3:23])[CH3:22])=[O:19])[CH2:16][CH:17]=1.[H][H], predict the reaction product. The product is: [NH2:9][C:6]1[CH:7]=[CH:8][C:3]([O:2][CH3:1])=[C:4]([CH:12]2[CH2:17][CH2:16][N:15]([C:18]([O:20][C:21]([CH3:22])([CH3:23])[CH3:24])=[O:19])[CH2:14][CH2:13]2)[CH:5]=1. (2) Given the reactants OC[C:3]1[CH:8]=[CH:7][C:6]([NH:9][C:10]2[N:15]=[C:14]([C:16](OCC)=[O:17])[C:13]([N+:21]([O-])=O)=[C:12]([NH:24][C:25]3[CH:30]=[CH:29][CH:28]=[CH:27][C:26]=3[O:31][CH3:32])[N:11]=2)=[CH:5][CH:4]=1.Cl[C:34]1N=C(C(OCC)=O)C([N+]([O-])=O)=[C:36]([NH:48][C:49]2[CH:54]=CC=CC=2OC)[N:35]=1.NC1C=CC([CH2:62][OH:63])=CC=1.C([N:69](C(C)C)CC)(C)C, predict the reaction product. The product is: [N:35]1([CH2:34][C:3]2[CH:4]=[CH:5][C:6]([NH:9][C:10]3[N:11]=[C:12]4[C:13]([NH:21][C:62](=[O:63])[N:24]4[C:25]4[CH:30]=[CH:29][CH:28]=[CH:27][C:26]=4[O:31][CH3:32])=[C:14]([C:16]([NH2:69])=[O:17])[N:15]=3)=[CH:7][CH:8]=2)[CH:54]=[CH:49][N:48]=[CH:36]1. (3) Given the reactants [CH3:1][O:2][C:3]1[CH:8]=[C:7]([O:9][CH3:10])[CH:6]=[CH:5][C:4]=1[C@@H:11]1[O:19][C@H:18]([CH2:20][OH:21])[C@@H:16]([OH:17])[C@H:14]([OH:15])[C@H:12]1[OH:13].[C:22](Cl)(=[O:27])[C:23]([CH3:26])([CH3:25])[CH3:24].[OH2:29], predict the reaction product. The product is: [C:22]([O:13][C@@H:12]1[C@@H:14]([O:15][C:22](=[O:29])[C:23]([CH3:26])([CH3:25])[CH3:24])[C@H:16]([O:17][C:22](=[O:27])[C:23]([CH3:26])([CH3:25])[CH3:24])[C@@H:18]([CH2:20][O:21][C:22](=[O:27])[C:23]([CH3:26])([CH3:25])[CH3:24])[O:19][C@H:11]1[C:4]1[CH:5]=[CH:6][C:7]([O:9][CH3:10])=[CH:8][C:3]=1[O:2][CH3:1])(=[O:27])[C:23]([CH3:26])([CH3:25])[CH3:24]. (4) The product is: [CH2:26]([NH:33][C:34]([NH:1][C:2]1[CH:3]=[CH:4][C:5]([N:8]2[CH2:9][CH2:10][N:11]([C:14](=[O:15])[C:16]3[CH:21]=[CH:20][CH:19]=[CH:18][C:17]=3[C:22]([F:25])([F:24])[F:23])[CH2:12][CH2:13]2)=[CH:6][N:7]=1)=[O:35])[C:27]1[CH:32]=[CH:31][CH:30]=[CH:29][CH:28]=1. Given the reactants [NH2:1][C:2]1[N:7]=[CH:6][C:5]([N:8]2[CH2:13][CH2:12][N:11]([C:14]([C:16]3[CH:21]=[CH:20][CH:19]=[CH:18][C:17]=3[C:22]([F:25])([F:24])[F:23])=[O:15])[CH2:10][CH2:9]2)=[CH:4][CH:3]=1.[CH2:26]([N:33]=[C:34]=[O:35])[C:27]1[CH:32]=[CH:31][CH:30]=[CH:29][CH:28]=1, predict the reaction product. (5) Given the reactants [N:1]1([C:7]([N:9]2[CH2:14][CH:13]([C:15]3[CH:20]=[CH:19][C:18]([O:21][C:22]([F:25])([F:24])[F:23])=[CH:17][CH:16]=3)[CH2:12][CH:11]([C:26]([OH:28])=O)[CH2:10]2)=[O:8])[CH2:6][CH2:5][O:4][CH2:3][CH2:2]1.[F:29][C:30]1[CH:31]=[C:32]([C:36](=[NH:39])[NH:37]O)[CH:33]=[CH:34][CH:35]=1, predict the reaction product. The product is: [F:29][C:30]1[CH:31]=[C:32]([C:36]2[N:39]=[C:26]([CH:11]3[CH2:12][CH:13]([C:15]4[CH:20]=[CH:19][C:18]([O:21][C:22]([F:24])([F:25])[F:23])=[CH:17][CH:16]=4)[CH2:14][N:9]([C:7]([N:1]4[CH2:2][CH2:3][O:4][CH2:5][CH2:6]4)=[O:8])[CH2:10]3)[O:28][N:37]=2)[CH:33]=[CH:34][CH:35]=1. (6) Given the reactants [CH2:1]([N:8]1[CH2:13][CH2:12][O:11][CH2:10][CH:9]1NC)[C:2]1[CH:7]=[CH:6][CH:5]=[CH:4][CH:3]=1.[CH2:16]([N:18](CC)CC)C.[F:23][C:24]([F:35])([F:34])[C:25](O[C:25](=[O:26])[C:24]([F:35])([F:34])[F:23])=[O:26], predict the reaction product. The product is: [CH2:1]([N:8]1[CH2:13][CH2:12][O:11][CH2:10][CH:9]1[CH2:16][NH:18][C:25](=[O:26])[C:24]([F:35])([F:34])[F:23])[C:2]1[CH:3]=[CH:4][CH:5]=[CH:6][CH:7]=1.